From a dataset of Full USPTO retrosynthesis dataset with 1.9M reactions from patents (1976-2016). Predict the reactants needed to synthesize the given product. (1) Given the product [Cl:1][C:2]1[CH:7]=[C:6]([Cl:8])[C:5]([CH3:9])=[CH:4][N:3]=1, predict the reactants needed to synthesize it. The reactants are: [Cl:1][C:2]1[CH:7]=[C:6]([Cl:8])[C:5]([CH2:9]Cl)=[CH:4][N:3]=1.C(N(CC)CC)C.O. (2) Given the product [Cl:15][C:12]1[CH:13]=[CH:14][C:9]([CH2:8][NH:22][C:17]2[C:16]([NH2:23])=[CH:21][CH:20]=[CH:19][CH:18]=2)=[CH:10][CH:11]=1, predict the reactants needed to synthesize it. The reactants are: C(=O)([O-])[O-].[K+].[K+].Br[CH2:8][C:9]1[CH:14]=[CH:13][C:12]([Cl:15])=[CH:11][CH:10]=1.[C:16]1([NH2:23])[C:17]([NH2:22])=[CH:18][CH:19]=[CH:20][CH:21]=1. (3) Given the product [NH2:18][C:14]1[C:13]2[C:9]([Cl:8])=[CH:10][N:11]([C:27]([O:29][CH2:30][C:31]3[CH:32]=[CH:33][CH:34]=[CH:35][CH:36]=3)=[O:28])[C:12]=2[CH:17]=[CH:16][N:15]=1, predict the reactants needed to synthesize it. The reactants are: FC(F)(F)C(O)=O.[Cl:8][C:9]1[C:13]2[C:14]([NH:18]C(C)(CC(C)(C)C)C)=[N:15][CH:16]=[CH:17][C:12]=2[N:11]([C:27]([O:29][CH2:30][C:31]2[CH:36]=[CH:35][CH:34]=[CH:33][CH:32]=2)=[O:28])[CH:10]=1. (4) The reactants are: [Br:1][C:2]1[CH:7]=[CH:6][CH:5]=[C:4]([CH:8]([CH:10]2[CH2:12][CH2:11]2)[CH3:9])[C:3]=1[OH:13].C(=O)([O-])[O-].[K+].[K+].[CH2:20](Br)[CH:21]=[CH2:22]. Given the product [CH2:22]([O:13][C:3]1[C:4]([CH:8]([CH:10]2[CH2:11][CH2:12]2)[CH3:9])=[CH:5][CH:6]=[CH:7][C:2]=1[Br:1])[CH:21]=[CH2:20], predict the reactants needed to synthesize it. (5) Given the product [C:27]([NH:1][C:2]1[S:3][C:4]2[C:9]([N:10]=1)=[CH:8][CH:7]=[C:6]([O:11][C:12]1[C:13]([Cl:26])=[CH:14][C:15]([F:25])=[C:16]([NH:18][C:19](=[O:24])[C:20]([F:23])([F:21])[F:22])[CH:17]=1)[N:5]=2)(=[O:29])[CH3:28], predict the reactants needed to synthesize it. The reactants are: [NH2:1][C:2]1[S:3][C:4]2[C:9]([N:10]=1)=[CH:8][CH:7]=[C:6]([O:11][C:12]1[C:13]([Cl:26])=[CH:14][C:15]([F:25])=[C:16]([NH:18][C:19](=[O:24])[C:20]([F:23])([F:22])[F:21])[CH:17]=1)[N:5]=2.[C:27](Cl)(=[O:29])[CH3:28]. (6) Given the product [CH3:2][O:3][C:4]([C:6]1[CH:7]=[CH:8][C:9]2[CH2:15][CH2:14][CH2:13][CH:12]([N:16]([C:29]([O:31][C:32]([CH3:35])([CH3:34])[CH3:33])=[O:30])[CH2:17][C@H:18]([OH:27])[CH2:19][O:20][C:21]3[CH:22]=[CH:23][CH:24]=[CH:25][CH:26]=3)[CH2:11][C:10]=2[CH:28]=1)=[O:5], predict the reactants needed to synthesize it. The reactants are: Cl.[CH3:2][O:3][C:4]([C:6]1[CH:7]=[CH:8][C:9]2[CH2:15][CH2:14][CH2:13][CH:12]([NH:16][CH2:17][C@H:18]([OH:27])[CH2:19][O:20][C:21]3[CH:26]=[CH:25][CH:24]=[CH:23][CH:22]=3)[CH2:11][C:10]=2[CH:28]=1)=[O:5].[C:29](O[C:29]([O:31][C:32]([CH3:35])([CH3:34])[CH3:33])=[O:30])([O:31][C:32]([CH3:35])([CH3:34])[CH3:33])=[O:30]. (7) Given the product [ClH:54].[O:35]1[C:26]2=[CH:27][N:28]=[C:29]([CH2:32][NH:1][CH:2]3[CH2:3][CH2:4][N:5]([CH2:8][C@H:9]4[N:19]5[C:20]6[N:11]([C:12](=[O:22])[CH:13]=[CH:14][C:15]=6[CH:16]=[CH:17][C:18]5=[O:21])[CH2:10]4)[CH2:6][CH2:7]3)[CH:30]=[C:31]2[CH2:23][CH2:38][CH2:36]1, predict the reactants needed to synthesize it. The reactants are: [NH2:1][CH:2]1[CH2:7][CH2:6][N:5]([CH2:8][C@H:9]2[N:19]3[C:20]4[N:11]([C:12](=[O:22])[CH:13]=[CH:14][C:15]=4[CH:16]=[CH:17][C:18]3=[O:21])[CH2:10]2)[CH2:4][CH2:3]1.[CH2:23]1[C:31]2[CH:30]=[C:29]([CH:32]=O)[N:28]=[CH:27][C:26]=2CO1.[BH-](OC(C)=O)(OC(C)=O)[O:35][C:36]([CH3:38])=O.[Na+].C([O-])(O)=O.[Na+].C(Cl)(Cl)[Cl:54].CO. (8) Given the product [CH3:1][C:2]1[C:7]([N+:8]([O-:10])=[O:9])=[CH:6][CH:5]=[CH:4][C:3]=1[CH2:11][C:12]([NH:18][CH2:15][CH2:16][CH3:17])=[O:14], predict the reactants needed to synthesize it. The reactants are: [CH3:1][C:2]1[C:7]([N+:8]([O-:10])=[O:9])=[CH:6][CH:5]=[CH:4][C:3]=1[CH2:11][C:12]([OH:14])=O.[CH2:15]([NH2:18])[CH2:16][CH3:17].CN(C)CCCN=C=NCC.C(N(CC)CC)C.